This data is from Reaction yield outcomes from USPTO patents with 853,638 reactions. The task is: Predict the reaction yield, written as a fraction of the theoretical maximum amount of product (1.0 means a 100% yield; for example, 0.34 means a 34% yield). (1) The reactants are [Br:1][C:2]1[C:3]([F:20])=[C:4]([F:19])[C:5]([NH:11][C:12]2[CH:17]=[CH:16][CH:15]=[CH:14][C:13]=2[Cl:18])=[C:6]([CH:10]=1)[C:7]([OH:9])=[O:8].[CH2:21]1COCC1.C[Si](C=[N+]=[N-])(C)C. The catalyst is CO. The product is [CH3:21][O:8][C:7](=[O:9])[C:6]1[CH:10]=[C:2]([Br:1])[C:3]([F:20])=[C:4]([F:19])[C:5]=1[NH:11][C:12]1[CH:17]=[CH:16][CH:15]=[CH:14][C:13]=1[Cl:18]. The yield is 0.930. (2) The reactants are [NH2:1][C:2]1[C:7]2[C:8]([C:11]3[CH:16]=[CH:15][C:14]([NH:17][C:18]([C:20]4[N:24]([CH3:25])[C:23]5[CH:26]=[CH:27][CH:28]=[CH:29][C:22]=5[N:21]=4)=[O:19])=[C:13]([O:30][CH3:31])[CH:12]=3)=[CH:9][O:10][C:6]=2[C:5](I)=[CH:4][N:3]=1.C([O:35][CH:36](OCC)/[CH:37]=[CH:38]/B1OC(C)(C)C(C)(C)O1)C.C(=O)([O-])[O-].[Na+].[Na+].O.C1(C)C=CC(S(O)(=O)=O)=CC=1. The catalyst is COCCOC.O. The product is [NH2:1][C:2]1[C:7]2[C:8]([C:11]3[CH:16]=[CH:15][C:14]([NH:17][C:18]([C:20]4[N:24]([CH3:25])[C:23]5[CH:26]=[CH:27][CH:28]=[CH:29][C:22]=5[N:21]=4)=[O:19])=[C:13]([O:30][CH3:31])[CH:12]=3)=[CH:9][O:10][C:6]=2[C:5](/[CH:38]=[CH:37]/[CH:36]=[O:35])=[CH:4][N:3]=1. The yield is 0.310. (3) The reactants are [CH3:1][NH:2][CH:3]1[CH2:16][C:15]2[C:6]([CH3:25])([CH:7]3[CH:12]([CH2:13][CH:14]=2)[CH:11]2[CH2:17][CH2:18][CH:19]4[CH:20]([CH3:24])[N:21]([CH3:23])[CH2:22][C:10]24[CH2:9][CH2:8]3)[CH2:5][CH2:4]1.[C:26]([NH:29][C@@H:30]([C:32]([OH:34])=O)[CH3:31])(=[O:28])[CH3:27].Cl.CN(C)CCCN=C=NCC.ON1C2C=CC=CC=2N=N1. The catalyst is C1COCC1.ClCCl. The product is [C:26]([NH:29][CH:30]([CH3:31])[C:32]([N:2]([CH3:1])[CH:3]1[CH2:16][C:15]2[C:6]([CH3:25])([CH:7]3[CH:12]([CH2:13][CH:14]=2)[CH:11]2[CH2:17][CH2:18][CH:19]4[CH:20]([CH3:24])[N:21]([CH3:23])[CH2:22][C:10]24[CH2:9][CH2:8]3)[CH2:5][CH2:4]1)=[O:34])(=[O:28])[CH3:27]. The yield is 0.650. (4) The catalyst is O. The product is [C:7]1([C:2]([C:1]2[CH:21]=[CH:20][CH:19]=[CH:18][CH:17]=2)([OH:6])[CH3:32])[CH:8]=[CH:9][CH:10]=[CH:11][CH:12]=1. The yield is 0.930. The reactants are [CH3:1][C:2]1([C:7]2[CH:12]=[CH:11][CH:10]=[CH:9][CH:8]=2)[O:6]CCO1.S([O-])(O[CH2:17][CH2:18][CH2:19][CH2:20][CH2:21][CH2:17][CH2:18][CH2:19][CH2:20][CH2:21]CC)(=O)=O.[Na+].O.[C:32]1(C)C=CC(S(O)(=O)=O)=CC=1.C(OCC)C. (5) The catalyst is ClCCl. The product is [CH3:37][S:38]([N:4]1[CH2:5][CH2:6][CH2:7][N:1]([C:8]2[CH:9]=[CH:10][C:11]3[N:18]4[CH2:19][C@H:14]([CH2:15][CH2:16][CH2:17]4)[N:13]([C:20]([NH:22][C:23]4[CH:28]=[CH:27][N:26]=[CH:25][N:24]=4)=[O:21])[C:12]=3[N:29]=2)[CH2:2][CH2:3]1)(=[O:40])=[O:39]. The yield is 0.420. The reactants are [N:1]1([C:8]2[CH:9]=[CH:10][C:11]3[N:18]4[CH2:19][C@H:14]([CH2:15][CH2:16][CH2:17]4)[N:13]([C:20]([NH:22][C:23]4[CH:28]=[CH:27][N:26]=[CH:25][N:24]=4)=[O:21])[C:12]=3[N:29]=2)[CH2:7][CH2:6][CH2:5][NH:4][CH2:3][CH2:2]1.C(N(CC)CC)C.[CH3:37][S:38](Cl)(=[O:40])=[O:39]. (6) The reactants are [NH2:1][C:2]1[C:11]([O:12][CH:13]2[CH2:18][CH2:17][O:16][CH2:15][CH2:14]2)=[CH:10][CH:9]=[CH:8][C:3]=1[C:4]([O:6]C)=O.[O:19]([C:21]#[N:22])[K].C(OCC)(=O)C. The catalyst is CC(O)=O.O. The product is [O:16]1[CH2:17][CH2:18][CH:13]([O:12][C:11]2[CH:10]=[CH:9][CH:8]=[C:3]3[C:2]=2[N:1]=[C:21]([OH:19])[N:22]=[C:4]3[OH:6])[CH2:14][CH2:15]1. The yield is 0.420. (7) The reactants are [CH2:1](Cl)[C:2]1[CH:7]=[CH:6][CH:5]=[CH:4][CH:3]=1.[Cl:9][SiH:10]([Cl:12])[Cl:11]. No catalyst specified. The product is [CH2:1]([Si:10]([Cl:12])([Cl:11])[Cl:9])[C:2]1[CH:7]=[CH:6][CH:5]=[CH:4][CH:3]=1. The yield is 0.850.